From a dataset of Full USPTO retrosynthesis dataset with 1.9M reactions from patents (1976-2016). Predict the reactants needed to synthesize the given product. (1) Given the product [C:1]1([C@H:7]2[C:16]3[C:11](=[CH:12][CH:13]=[CH:14][CH:15]=3)[CH2:10][CH2:9][N:8]2[C:18]([O:20][CH2:21][CH3:22])=[O:19])[CH:2]=[CH:3][CH:4]=[CH:5][CH:6]=1, predict the reactants needed to synthesize it. The reactants are: [C:1]1([C@H:7]2[C:16]3[C:11](=[CH:12][CH:13]=[CH:14][CH:15]=3)[CH2:10][CH2:9][NH:8]2)[CH:6]=[CH:5][CH:4]=[CH:3][CH:2]=1.Cl[C:18]([O:20][CH2:21][CH3:22])=[O:19]. (2) Given the product [F:23][C:20]1[CH:21]=[CH:22][C:17]([CH:8]([C:7]([O:14][CH3:15])=[O:13])[C:9]([O:11][CH3:12])=[O:10])=[C:18]([N+:24]([O-:26])=[O:25])[CH:19]=1, predict the reactants needed to synthesize it. The reactants are: CC(C)([O-])C.[K+].[C:7]([O:14][CH3:15])(=[O:13])[CH2:8][C:9]([O:11][CH3:12])=[O:10].F[C:17]1[CH:22]=[CH:21][C:20]([F:23])=[CH:19][C:18]=1[N+:24]([O-:26])=[O:25].Cl. (3) Given the product [O:17]1[CH2:18][CH2:19][CH2:20][CH2:21][CH:16]1[O:15][CH2:14][CH2:13][CH2:12][C:7]1([C:10]#[N:11])[CH2:6][C:5]2[C:8]1=[CH:9][C:2]([O:1][Si:31]([CH:38]([CH3:40])[CH3:39])([CH:35]([CH3:37])[CH3:36])[CH:32]([CH3:34])[CH3:33])=[C:3]([O:22][CH3:23])[CH:4]=2, predict the reactants needed to synthesize it. The reactants are: [OH:1][C:2]1[CH:9]=[C:8]2[C:5]([CH2:6][C:7]2([CH2:12][CH2:13][CH2:14][O:15][CH:16]2[CH2:21][CH2:20][CH2:19][CH2:18][O:17]2)[C:10]#[N:11])=[CH:4][C:3]=1[O:22][CH3:23].CCN(CC)CC.[Si:31](OS(C(F)(F)F)(=O)=O)([CH:38]([CH3:40])[CH3:39])([CH:35]([CH3:37])[CH3:36])[CH:32]([CH3:34])[CH3:33]. (4) Given the product [Cl:1][C:2]1[CH:3]=[C:4]2[C:9](=[CH:10][C:11]=1[Cl:12])[C:8](=[O:13])[C:7]([C:14](=[O:19])[CH2:15][CH2:16][C:17]([OH:23])=[O:18])=[C:6]([OH:20])[C:5]2([CH3:22])[CH3:21], predict the reactants needed to synthesize it. The reactants are: [Cl:1][C:2]1[CH:3]=[C:4]2[C:9](=[CH:10][C:11]=1[Cl:12])[C:8]([OH:13])=[C:7]([C:14](=[O:19])[CH2:15][CH2:16][CH:17]=[O:18])[C:6](=[O:20])[C:5]2([CH3:22])[CH3:21].[OH:23]OS([O-])=O.[K+]. (5) Given the product [CH3:10][O:9][C:7](=[O:8])[C:6]1[CH:11]=[C:2]([O:1][C:34]2[CH:33]=[CH:32][C:31]([N+:37]([O-:39])=[O:38])=[C:30]([CH2:23][C:24]3[CH:29]=[CH:28][CH:27]=[CH:26][CH:25]=3)[CH:35]=2)[CH:3]=[CH:4][C:5]=1[NH:12][S:13]([C:16]1[CH:21]=[CH:20][C:19]([CH3:22])=[CH:18][CH:17]=1)(=[O:15])=[O:14], predict the reactants needed to synthesize it. The reactants are: [OH:1][C:2]1[CH:3]=[CH:4][C:5]([NH:12][S:13]([C:16]2[CH:21]=[CH:20][C:19]([CH3:22])=[CH:18][CH:17]=2)(=[O:15])=[O:14])=[C:6]([CH:11]=1)[C:7]([O:9][CH3:10])=[O:8].[CH2:23]([C:30]1[CH:35]=[C:34](F)[CH:33]=[CH:32][C:31]=1[N+:37]([O-:39])=[O:38])[C:24]1[CH:29]=[CH:28][CH:27]=[CH:26][CH:25]=1.C(=O)([O-])[O-].[K+].[K+]. (6) Given the product [CH2:25]([S:27]([C:30]1[N:31]=[CH:32][C:33]([C:10]2[CH:9]=[CH:8][C:7]([C:5]3[O:6][C:2]([CH3:1])=[C:3]([CH2:22][CH2:23][OH:24])[N:4]=3)=[CH:12][CH:11]=2)=[CH:34][CH:35]=1)(=[O:28])=[O:29])[CH3:26], predict the reactants needed to synthesize it. The reactants are: [CH3:1][C:2]1[O:6][C:5]([C:7]2[CH:12]=[CH:11][C:10](B3OC(C)(C)C(C)(C)O3)=[CH:9][CH:8]=2)=[N:4][C:3]=1[CH2:22][CH2:23][OH:24].[CH2:25]([S:27]([C:30]1[CH:35]=[CH:34][C:33](I)=[CH:32][N:31]=1)(=[O:29])=[O:28])[CH3:26]. (7) Given the product [N+:1]([C:4]1[CH:5]=[C:6]([CH:7]=[CH:8][C:9]=1[N+:10]([O-:12])=[O:11])[CH2:13][N:15]1[CH2:16][CH2:17][N:18]([CH2:21][CH2:22][N:23]2[CH2:24][CH2:25][O:26][CH2:27][CH2:28]2)[CH2:19][CH2:20]1)([O-:3])=[O:2], predict the reactants needed to synthesize it. The reactants are: [N+:1]([C:4]1[CH:5]=[C:6]([C:13]([N:15]2[CH2:20][CH2:19][N:18]([CH2:21][CH2:22][N:23]3[CH2:28][CH2:27][O:26][CH2:25][CH2:24]3)[CH2:17][CH2:16]2)=O)[CH:7]=[CH:8][C:9]=1[N+:10]([O-:12])=[O:11])([O-:3])=[O:2].[BH4-].[Na+].B(F)(F)F.CCOCC. (8) Given the product [N:19]1[CH:20]=[CH:21][CH:22]=[CH:23][C:18]=1/[CH:16]=[CH:8]/[C:9]([O:11][C:12]([CH3:13])([CH3:14])[CH3:15])=[O:10], predict the reactants needed to synthesize it. The reactants are: [H-].[Na+].C(P([CH2:8][C:9]([O:11][C:12]([CH3:15])([CH3:14])[CH3:13])=[O:10])CC)C.[CH:16]([C:18]1[CH:23]=[CH:22][CH:21]=[CH:20][N:19]=1)=O.O.